From a dataset of Full USPTO retrosynthesis dataset with 1.9M reactions from patents (1976-2016). Predict the reactants needed to synthesize the given product. (1) Given the product [Cl:15][C:16]1[CH:23]=[CH:22][C:19]([CH2:20][NH:21][C:2]2[C:11]3[C:6](=[C:7]([S:12][CH3:13])[CH:8]=[CH:9][CH:10]=3)[N:5]=[C:4]([CH3:14])[CH:3]=2)=[CH:18][CH:17]=1, predict the reactants needed to synthesize it. The reactants are: Cl[C:2]1[C:11]2[C:6](=[C:7]([S:12][CH3:13])[CH:8]=[CH:9][CH:10]=2)[N:5]=[C:4]([CH3:14])[CH:3]=1.[Cl:15][C:16]1[CH:23]=[CH:22][C:19]([CH2:20][NH2:21])=[CH:18][CH:17]=1. (2) Given the product [CH:1]([C:4]1[C:8]([CH2:9][CH2:10][CH2:11][OH:12])=[CH:7][N:6]([C:13]2[CH:18]=[CH:17][C:16]([C:19]([F:20])([F:22])[F:21])=[CH:15][N:14]=2)[N:5]=1)([CH3:3])[CH3:2], predict the reactants needed to synthesize it. The reactants are: [CH:1]([C:4]1[C:8]([CH2:9][CH2:10][CH:11]=[O:12])=[CH:7][N:6]([C:13]2[CH:18]=[CH:17][C:16]([C:19]([F:22])([F:21])[F:20])=[CH:15][N:14]=2)[N:5]=1)([CH3:3])[CH3:2].[BH4-].[Na+].O.Cl. (3) The reactants are: CN(C)C(Cl)=O.[CH3:7][C@@H:8]1[NH:14][CH2:13][C:12]2[CH:15]=[CH:16][C:17]([C:19]([O:21][CH3:22])=[O:20])=[CH:18][C:11]=2[O:10][CH2:9]1.C(N(CC)CC)C.[F:30][C:31]([F:42])([F:41])[C:32]1[CH:33]=[C:34](B(O)O)[CH:35]=[CH:36][CH:37]=1. Given the product [CH3:7][C@@H:8]1[N:14]([C:36]2[CH:35]=[CH:34][CH:33]=[C:32]([C:31]([F:42])([F:41])[F:30])[CH:37]=2)[CH2:13][C:12]2[CH:15]=[CH:16][C:17]([C:19]([O:21][CH3:22])=[O:20])=[CH:18][C:11]=2[O:10][CH2:9]1, predict the reactants needed to synthesize it. (4) Given the product [OH:1][C:2]1[C:3]2[CH:11]=[N:10][CH:9]=[C:8]([C:12]([NH2:16])=[O:14])[C:4]=2[N:5]=[CH:6][N:7]=1, predict the reactants needed to synthesize it. The reactants are: [OH:1][C:2]1[C:3]2[CH:11]=[N:10][CH:9]=[C:8]([C:12]([O:14]C)=O)[C:4]=2[N:5]=[CH:6][N:7]=1.[NH4+:16].[OH-].